Task: Predict the product of the given reaction.. Dataset: Forward reaction prediction with 1.9M reactions from USPTO patents (1976-2016) (1) The product is: [CH2:18]([O:25][C:26](=[O:36])[NH:27][CH2:28][CH:29]1[CH2:34][CH2:33][CH2:32][CH:31]([NH:35][C:13]([C:12]2[C:8]([C:7]3[C:6]([Cl:17])=[CH:5][N:4]=[CH:3][C:2]=3[Cl:1])=[N:9][O:10][C:11]=2[CH3:16])=[O:15])[CH2:30]1)[C:19]1[CH:20]=[CH:21][CH:22]=[CH:23][CH:24]=1. Given the reactants [Cl:1][C:2]1[CH:3]=[N:4][CH:5]=[C:6]([Cl:17])[C:7]=1[C:8]1[C:12]([C:13]([OH:15])=O)=[C:11]([CH3:16])[O:10][N:9]=1.[CH2:18]([O:25][C:26](=[O:36])[NH:27][CH2:28][CH:29]1[CH2:34][CH2:33][CH2:32][CH:31]([NH2:35])[CH2:30]1)[C:19]1[CH:24]=[CH:23][CH:22]=[CH:21][CH:20]=1.Cl.CN(C)CCCN=C=NCC.ON1C2N=CC=CC=2N=N1.C(N(CC)C(C)C)(C)C, predict the reaction product. (2) Given the reactants [C:1]([C:4]1[CH:9]=[CH:8][CH:7]=[CH:6][N:5]=1)(=O)[CH3:2].[OH-].[K+].[NH4+:12].[OH-].[CH2:14](O)[CH3:15], predict the reaction product. The product is: [N:12]1[CH:8]=[CH:7][CH:6]=[CH:2][C:1]=1[C:4]1[C:9]([C:15]2[CH:14]=[CH:2][CH:1]=[CH:4][N:5]=2)=[CH:8][CH:7]=[CH:6][N:5]=1. (3) Given the reactants [OH:1][C:2]12[C:13]3[C:8](=[C:9]([N+:14]([O-])=O)[CH:10]=[CH:11][CH:12]=3)[C:7](=[O:17])[C:6]1([NH:18][C:19]([C:21]1[CH:22]=[CH:23][C:24]3[N:25]([CH:27]=[CH:28][N:29]=3)[CH:26]=1)=[O:20])[C:5]1[CH:30]=[CH:31][C:32]([CH:34]([CH3:36])[CH3:35])=[CH:33][C:4]=1[O:3]2.C(O)C, predict the reaction product. The product is: [NH2:14][C:9]1[CH:10]=[CH:11][CH:12]=[C:13]2[C:8]=1[C:7](=[O:17])[C:6]1([NH:18][C:19]([C:21]3[CH:22]=[CH:23][C:24]4[N:25]([CH:27]=[CH:28][N:29]=4)[CH:26]=3)=[O:20])[C:5]3[CH:30]=[CH:31][C:32]([CH:34]([CH3:36])[CH3:35])=[CH:33][C:4]=3[O:3][C:2]12[OH:1]. (4) Given the reactants [BH-](OC(C)=O)(OC(C)=O)OC(C)=O.[Na+].[NH2:15][C:16]1[N:30]=[CH:29][C:28]([C:31]2[CH:36]=[CH:35][C:34]([CH:37]=O)=[CH:33][CH:32]=2)=[CH:27][C:17]=1[C:18]([NH:20][C:21]1[CH:26]=[CH:25][N:24]=[CH:23][CH:22]=1)=[O:19].[C:39]([NH2:43])([CH3:42])([CH3:41])[CH3:40].[OH-].[Na+], predict the reaction product. The product is: [NH2:15][C:16]1[N:30]=[CH:29][C:28]([C:31]2[CH:36]=[CH:35][C:34]([CH2:37][NH:43][C:39]([CH3:42])([CH3:41])[CH3:40])=[CH:33][CH:32]=2)=[CH:27][C:17]=1[C:18]([NH:20][C:21]1[CH:26]=[CH:25][N:24]=[CH:23][CH:22]=1)=[O:19]. (5) Given the reactants [F:1][C:2]1[CH:7]=[CH:6][CH:5]=[CH:4][C:3]=1[OH:8].Br[CH2:10][CH2:11][C:12]([OH:14])=[O:13].[OH-].[Na+].Cl, predict the reaction product. The product is: [F:1][C:2]1[CH:7]=[CH:6][CH:5]=[CH:4][C:3]=1[O:8][CH2:10][CH2:11][C:12]([OH:14])=[O:13].